Dataset: Catalyst prediction with 721,799 reactions and 888 catalyst types from USPTO. Task: Predict which catalyst facilitates the given reaction. (1) Reactant: [F:1][C:2]1[CH:38]=[C:37]([F:39])[CH:36]=[CH:35][C:3]=1[O:4][C:5]1[C:13]2[N:12]=[N:11][NH:10][C:9]=2[CH:8]=[CH:7][C:6]=1[C:14]1[C:15]2[CH:24]=[CH:23][N:22](S(C3C=CC(C)=CC=3)(=O)=O)[C:16]=2[C:17](=[O:21])[N:18]([CH3:20])[CH:19]=1.[OH-].[Na+].O. Product: [F:1][C:2]1[CH:38]=[C:37]([F:39])[CH:36]=[CH:35][C:3]=1[O:4][C:5]1[C:13]2[N:12]=[N:11][NH:10][C:9]=2[CH:8]=[CH:7][C:6]=1[C:14]1[C:15]2[CH:24]=[CH:23][NH:22][C:16]=2[C:17](=[O:21])[N:18]([CH3:20])[CH:19]=1. The catalyst class is: 8. (2) Reactant: C(N(CC)CC)C.[NH2:8][C:9]1[N:17]=[C:16]([F:18])[CH:15]=[CH:14][C:10]=1[C:11]([OH:13])=O.[CH3:19][C:20]1[CH:21]=[C:22]([O:26][C:27]2[CH:34]=[CH:33][C:30]([CH2:31][NH2:32])=[CH:29][CH:28]=2)[CH:23]=[CH:24][CH:25]=1.CN([P+](ON1N=NC2C=CC=CC1=2)(N(C)C)N(C)C)C.F[P-](F)(F)(F)(F)F. Product: [CH3:19][C:20]1[CH:21]=[C:22]([O:26][C:27]2[CH:34]=[CH:33][C:30]([CH2:31][NH:32][C:11](=[O:13])[C:10]3[CH:14]=[CH:15][C:16]([F:18])=[N:17][C:9]=3[NH2:8])=[CH:29][CH:28]=2)[CH:23]=[CH:24][CH:25]=1. The catalyst class is: 3. (3) Reactant: [OH:1][C:2]1[CH:10]=[C:9]([C:11]([CH3:14])([CH3:13])[CH3:12])[CH:8]=[CH:7][C:3]=1[C:4]([OH:6])=[O:5].[CH2:15](Br)[C:16]1[CH:21]=[CH:20][CH:19]=[CH:18][CH:17]=1.C(=O)([O-])[O-].[Cs+].[Cs+].[I-].[Na+]. Product: [CH2:15]([O:5][C:4](=[O:6])[C:3]1[CH:7]=[CH:8][C:9]([C:11]([CH3:14])([CH3:13])[CH3:12])=[CH:10][C:2]=1[O:1][CH2:4][C:3]1[CH:7]=[CH:8][CH:9]=[CH:10][CH:2]=1)[C:16]1[CH:21]=[CH:20][CH:19]=[CH:18][CH:17]=1. The catalyst class is: 21. (4) Product: [CH3:36][O:35][C:32]1[CH:33]=[CH:34][C:29]([N:19]2[C:20]([C:22]3[CH:27]=[CH:26][C:25]([CH3:28])=[CH:24][CH:23]=3)=[CH:21][C:17]([CH:14]3[CH2:15][CH2:16][NH:11][CH2:12][CH2:13]3)=[N:18]2)=[CH:30][CH:31]=1. The catalyst class is: 5. Reactant: C(OC([N:11]1[CH2:16][CH2:15][CH:14]([C:17]2[CH:21]=[C:20]([C:22]3[CH:27]=[CH:26][C:25]([CH3:28])=[CH:24][CH:23]=3)[N:19]([C:29]3[CH:34]=[CH:33][C:32]([O:35][CH3:36])=[CH:31][CH:30]=3)[N:18]=2)[CH2:13][CH2:12]1)=O)C1C=CC=CC=1. (5) Reactant: [CH:1]([C:3]1[CH:8]=[CH:7][CH:6]=[CH:5][C:4]=1[CH2:9][C:10]([OH:12])=O)=O.[CH3:13][NH:14][NH2:15]. Product: [CH3:13][N:14]1[C:10](=[O:12])[CH2:9][C:4]2[CH:5]=[CH:6][CH:7]=[CH:8][C:3]=2[CH:1]=[N:15]1. The catalyst class is: 14. (6) Reactant: [CH:1]1([CH2:5][N:6]([CH:31]2[CH2:36][CH2:35][O:34][CH2:33][CH2:32]2)[C:7]2[C:8]([O:29][CH3:30])=[N:9][N:10]3[C:14]([C:15]4[C:20]([O:21][CH3:22])=[CH:19][C:18]([CH2:23][O:24][CH2:25][CH3:26])=[CH:17][C:16]=4[O:27][CH3:28])=[CH:13][S:12][C:11]=23)[CH2:4][CH2:3][CH2:2]1.[CH3:37][S:38]([OH:41])(=[O:40])=[O:39]. Product: [CH3:37][S:38]([OH:41])(=[O:40])=[O:39].[CH:1]1([CH2:5][N:6]([CH:31]2[CH2:32][CH2:33][O:34][CH2:35][CH2:36]2)[C:7]2[C:8]([O:29][CH3:30])=[N:9][N:10]3[C:14]([C:15]4[C:20]([O:21][CH3:22])=[CH:19][C:18]([CH2:23][O:24][CH2:25][CH3:26])=[CH:17][C:16]=4[O:27][CH3:28])=[CH:13][S:12][C:11]=23)[CH2:4][CH2:3][CH2:2]1. The catalyst class is: 13. (7) Reactant: [Br:1][C:2]1[CH:10]=[CH:9][C:5]([C:6]([OH:8])=O)=[C:4]([F:11])[CH:3]=1.Cl.[NH:13]1[CH2:16][CH2:15][CH2:14]1.C(N(CC)C(C)C)(C)C.CN(C(ON1N=NC2C=CC=NC1=2)=[N+](C)C)C.F[P-](F)(F)(F)(F)F. Product: [Br:1][C:2]1[CH:10]=[CH:9][C:5]([C:6]([N:13]2[CH2:16][CH2:15][CH2:14]2)=[O:8])=[C:4]([F:11])[CH:3]=1. The catalyst class is: 9. (8) Reactant: [O:1]=[C:2]1[CH2:11][CH2:10][C:9]2[C:4](=[CH:5][C:6]([C:12]([OH:14])=O)=[CH:7][CH:8]=2)[NH:3]1.C[CH2:16][N:17]=[C:18]=NCCCN(C)C.C1C=CC2N(O)N=NC=2C=1.CNC.C1COCC1.C(=O)([O-])O.[Na+]. Product: [CH3:16][N:17]([CH3:18])[C:12]([C:6]1[CH:5]=[C:4]2[C:9]([CH2:10][CH2:11][C:2](=[O:1])[NH:3]2)=[CH:8][CH:7]=1)=[O:14]. The catalyst class is: 3. (9) Reactant: [Cl:1][C:2]1[N:6]([CH3:7])[N:5]=[C:4]([CH3:8])[C:3]=1[CH2:9]O.C1C=CC(P([N:25]=[N+:26]=[N-:27])(C2C=CC=CC=2)=O)=CC=1.C1CCN2C(=NCCC2)CC1.CC(=O)OCC. Product: [N:25]([CH2:9][C:3]1[C:4]([CH3:8])=[N:5][N:6]([CH3:7])[C:2]=1[Cl:1])=[N+:26]=[N-:27]. The catalyst class is: 11.